Dataset: Merck oncology drug combination screen with 23,052 pairs across 39 cell lines. Task: Regression. Given two drug SMILES strings and cell line genomic features, predict the synergy score measuring deviation from expected non-interaction effect. Drug 1: C=CCn1c(=O)c2cnc(Nc3ccc(N4CCN(C)CC4)cc3)nc2n1-c1cccc(C(C)(C)O)n1. Drug 2: CC1(c2nc3c(C(N)=O)cccc3[nH]2)CCCN1. Cell line: SW837. Synergy scores: synergy=-10.8.